From a dataset of Forward reaction prediction with 1.9M reactions from USPTO patents (1976-2016). Predict the product of the given reaction. (1) Given the reactants [F:1][C:2]1[C:3]([C:8]2[NH:9][CH:10]=[CH:11][N:12]=2)=[N:4][CH:5]=[CH:6][CH:7]=1.C(=O)([O-])[O-].[K+].[K+].Br[CH2:20][C:21]1[C:30]([CH2:31][CH2:32][CH3:33])=[C:29]2[C:24]([CH:25]=[CH:26][C:27]([CH3:34])=[N:28]2)=[CH:23][N:22]=1.CCOC(C)=O, predict the reaction product. The product is: [F:1][C:2]1[C:3]([C:8]2[N:12]([CH2:20][C:21]3[C:30]([CH2:31][CH2:32][CH3:33])=[C:29]4[C:24]([CH:25]=[CH:26][C:27]([CH3:34])=[N:28]4)=[CH:23][N:22]=3)[CH:11]=[CH:10][N:9]=2)=[N:4][CH:5]=[CH:6][CH:7]=1. (2) Given the reactants Cl[C:2]1[CH:3]=[C:4]([CH:8]=[CH:9][N:10]=1)[C:5]([OH:7])=[O:6].[CH2:11]([OH:18])[C:12]1[CH:17]=[CH:16][CH:15]=[CH:14][CH:13]=1.[H-].[Na+].C1OCCOCCOCCOCCOCCOC1, predict the reaction product. The product is: [C:12]1([CH2:11][O:18][C:2]2[CH:3]=[C:4]([C:5]([OH:7])=[O:6])[CH:8]=[CH:9][N:10]=2)[CH:17]=[CH:16][CH:15]=[CH:14][CH:13]=1. (3) Given the reactants C([O:5][C:6](=[O:32])[CH2:7][CH2:8][N:9]1[CH2:14][CH2:13][O:12][CH:11]([C:15]2[CH:20]=[CH:19][C:18]([O:21][CH2:22][C:23]3[CH:28]=[CH:27][CH:26]=[C:25]([O:29][CH3:30])[CH:24]=3)=[CH:17][C:16]=2[CH3:31])[CH2:10]1)(C)(C)C.O1CCOCC1, predict the reaction product. The product is: [CH3:30][O:29][C:25]1[CH:24]=[C:23]([CH:28]=[CH:27][CH:26]=1)[CH2:22][O:21][C:18]1[CH:19]=[CH:20][C:15]([CH:11]2[O:12][CH2:13][CH2:14][N:9]([CH2:8][CH2:7][C:6]([OH:32])=[O:5])[CH2:10]2)=[C:16]([CH3:31])[CH:17]=1. (4) Given the reactants C([O-])(=O)C.[Na+].Br.Br.[CH2:8]([N:11]1[CH2:16][CH2:15][NH:14][CH2:13][CH2:12]1)[CH2:9][CH3:10].[C:17]([N:24]1[CH2:29][CH2:28][C:27](=O)[CH2:26][CH2:25]1)([O:19][C:20]([CH3:23])([CH3:22])[CH3:21])=[O:18].C([BH3-])#N.[Na+], predict the reaction product. The product is: [C:20]([O:19][C:17]([N:24]1[CH2:29][CH2:28][CH:27]([N:14]2[CH2:15][CH2:16][N:11]([CH2:8][CH2:9][CH3:10])[CH2:12][CH2:13]2)[CH2:26][CH2:25]1)=[O:18])([CH3:23])([CH3:22])[CH3:21].